Dataset: Full USPTO retrosynthesis dataset with 1.9M reactions from patents (1976-2016). Task: Predict the reactants needed to synthesize the given product. Given the product [Cl:3][C:4]1[C:5]([CH3:42])=[C:6]([NH:10][C:11]([C:13]2[C:21]3[N:20]=[C:19]([NH:22][CH2:23][C:24]([CH3:28])([CH3:27])[CH2:25][OH:26])[N:18]([CH3:43])[C:17]=3[CH:16]=[C:15]([NH:29][C:30]([C:32]3[CH:37]=[CH:36][CH:35]=[CH:34][C:33]=3[C:38]([F:39])([F:40])[F:41])=[O:31])[CH:14]=2)=[O:12])[CH:7]=[CH:8][CH:9]=1, predict the reactants needed to synthesize it. The reactants are: [OH-].[Na+].[Cl:3][C:4]1[C:5]([CH3:42])=[C:6]([NH:10][C:11]([C:13]2[C:21]3[N:20]=[C:19]([NH:22][CH2:23][C:24]([CH3:28])([CH3:27])[CH2:25][OH:26])[NH:18][C:17]=3[CH:16]=[C:15]([NH:29][C:30]([C:32]3[CH:37]=[CH:36][CH:35]=[CH:34][C:33]=3[C:38]([F:41])([F:40])[F:39])=[O:31])[CH:14]=2)=[O:12])[CH:7]=[CH:8][CH:9]=1.[CH3:43]I.